Task: Predict the product of the given reaction.. Dataset: Forward reaction prediction with 1.9M reactions from USPTO patents (1976-2016) (1) Given the reactants [CH3:1][CH:2]([CH3:31])[C@@H:3]([NH:8][S:9]([C:12]1[CH:30]=[CH:29][C:15]2[O:16][C:17]3[CH:22]=[C:21]([C:23]4[N:27]=[C:26]([CH3:28])[O:25][N:24]=4)[CH:20]=[CH:19][C:18]=3[C:14]=2[CH:13]=1)(=[O:11])=[O:10])[C:4]([O:6]C)=[O:5].[Li+].[OH-].O.Cl, predict the reaction product. The product is: [CH3:1][CH:2]([CH3:31])[C@@H:3]([NH:8][S:9]([C:12]1[CH:30]=[CH:29][C:15]2[O:16][C:17]3[CH:22]=[C:21]([C:23]4[N:27]=[C:26]([CH3:28])[O:25][N:24]=4)[CH:20]=[CH:19][C:18]=3[C:14]=2[CH:13]=1)(=[O:11])=[O:10])[C:4]([OH:6])=[O:5]. (2) Given the reactants [F:1][C:2]1([F:23])[CH2:6][CH2:5][N:4]([CH2:7][C@@H:8]([NH:12][C:13](=[O:22])[C:14]2[CH:19]=[CH:18][C:17]([CH3:20])=[C:16]([CH3:21])[CH:15]=2)[CH:9]([CH3:11])[CH3:10])[CH2:3]1.[H-].[Na+].[CH3:26]I, predict the reaction product. The product is: [F:23][C:2]1([F:1])[CH2:6][CH2:5][N:4]([CH2:7][C@@H:8]([N:12]([CH3:26])[C:13](=[O:22])[C:14]2[CH:19]=[CH:18][C:17]([CH3:20])=[C:16]([CH3:21])[CH:15]=2)[CH:9]([CH3:11])[CH3:10])[CH2:3]1. (3) Given the reactants [SH:1][C:2]1[CH:7]=[CH:6][N:5]=[CH:4][CH:3]=1.C(=O)([O-])[O-].[K+].[K+].Cl[C:15]1[CH:19]=[CH:18][S:17][C:16]=1[CH:20]=[O:21], predict the reaction product. The product is: [N:5]1[CH:6]=[CH:7][C:2]([S:1][C:15]2[CH:19]=[CH:18][S:17][C:16]=2[CH:20]=[O:21])=[CH:3][CH:4]=1. (4) Given the reactants [C:1]1(=[O:5])[O:4][CH2:3][CH2:2]1.[CH3:6][N:7]([CH2:9][CH2:10][CH2:11][CH2:12][CH2:13][CH2:14][CH2:15][CH2:16][CH2:17][CH2:18][CH2:19][CH2:20][CH2:21][CH3:22])[CH3:8], predict the reaction product. The product is: [CH3:6][N+:7]([CH3:8])([CH2:9][CH2:10][CH2:11][CH2:12][CH2:13][CH2:14][CH2:15][CH2:16][CH2:17][CH2:18][CH2:19][CH2:20][CH2:21][CH3:22])[CH2:3][CH2:2][C:1]([O-:4])=[O:5]. (5) Given the reactants [Cl-].[CH3:2][C:3]1[N:8]2[N:9]=[C:10]([CH2:12][P+](C3C=CC=CC=3)(C3C=CC=CC=3)C3C=CC=CC=3)[N:11]=[C:7]2[C:6]([CH3:32])=[N:5][CH:4]=1.[Br:33][C:34]1[N:35]=[C:36]([CH:43]=O)[N:37]([CH2:39][CH:40]2[CH2:42][CH2:41]2)[CH:38]=1, predict the reaction product. The product is: [Br:33][C:34]1[N:35]=[C:36](/[CH:43]=[CH:12]/[C:10]2[N:11]=[C:7]3[C:6]([CH3:32])=[N:5][CH:4]=[C:3]([CH3:2])[N:8]3[N:9]=2)[N:37]([CH2:39][CH:40]2[CH2:41][CH2:42]2)[CH:38]=1. (6) Given the reactants [CH3:1][O:2][C:3](=[O:33])[CH2:4][C@H:5]1[C:9]2[CH:10]=[CH:11][C:12]([O:14][C@H:15]3[C:23]4[C:18](=[C:19](B5OC(C)(C)C(C)(C)O5)[CH:20]=[CH:21][CH:22]=4)[CH2:17][CH2:16]3)=[CH:13][C:8]=2[O:7][CH2:6]1.Br[C:35]1[CH:40]=[CH:39][CH:38]=[CH:37][C:36]=1[CH3:41], predict the reaction product. The product is: [CH3:1][O:2][C:3](=[O:33])[CH2:4][C@H:5]1[C:9]2[CH:10]=[CH:11][C:12]([O:14][C@H:15]3[C:23]4[C:18](=[C:19]([C:35]5[CH:40]=[CH:39][CH:38]=[CH:37][C:36]=5[CH3:41])[CH:20]=[CH:21][CH:22]=4)[CH2:17][CH2:16]3)=[CH:13][C:8]=2[O:7][CH2:6]1. (7) Given the reactants I[C:2]1[N:6]=[CH:5][N:4]([C:7]([C:20]2[CH:25]=[CH:24][CH:23]=[CH:22][CH:21]=2)([C:14]2[CH:19]=[CH:18][CH:17]=[CH:16][CH:15]=2)[C:8]2[CH:13]=[CH:12][CH:11]=[CH:10][CH:9]=2)[N:3]=1.C(N(CC)CC)C.[C:33]([Si:35]([CH3:38])([CH3:37])[CH3:36])#[CH:34].O, predict the reaction product. The product is: [CH3:36][Si:35]([CH3:38])([CH3:37])[C:33]#[C:34][C:2]1[N:6]=[CH:5][N:4]([C:7]([C:20]2[CH:25]=[CH:24][CH:23]=[CH:22][CH:21]=2)([C:14]2[CH:19]=[CH:18][CH:17]=[CH:16][CH:15]=2)[C:8]2[CH:13]=[CH:12][CH:11]=[CH:10][CH:9]=2)[N:3]=1. (8) Given the reactants [C:1]1([S:7]([CH:10]=[CH:11][C:12]2[CH:13]=[CH:14][C:15]3[C:16]4[N:24]([CH2:25][CH2:26][CH2:27][O:28][CH:29]([CH3:31])[CH3:30])[C:23]([CH2:32][O:33][CH2:34][CH3:35])=[N:22][C:17]=4[CH:18]=[N:19][C:20]=3[CH:21]=2)(=[O:9])=[O:8])[CH:6]=[CH:5][CH:4]=[CH:3][CH:2]=1.ClC1C=C(C=CC=1)C(OO)=O.[OH-].[NH4+:48].C1(C)C=CC(S(Cl)(=O)=O)=CC=1, predict the reaction product. The product is: [CH2:34]([O:33][CH2:32][C:23]1[N:24]([CH2:25][CH2:26][CH2:27][O:28][CH:29]([CH3:31])[CH3:30])[C:16]2[C:15]3[CH:14]=[CH:13][C:12](/[CH:11]=[CH:10]/[S:7]([C:1]4[CH:6]=[CH:5][CH:4]=[CH:3][CH:2]=4)(=[O:8])=[O:9])=[CH:21][C:20]=3[N:19]=[C:18]([NH2:48])[C:17]=2[N:22]=1)[CH3:35]. (9) Given the reactants [NH2:1][C:2]1[CH:30]=[CH:29][C:5]([O:6][C:7]2[CH:8]=[C:9]([NH:15][C:16](=[O:28])[C:17]3[CH:22]=[CH:21][CH:20]=[C:19]([C:23]([C:26]#[N:27])([CH3:25])[CH3:24])[CH:18]=3)[CH:10]=[CH:11][C:12]=2[O:13][CH3:14])=[CH:4][CH:3]=1.[S-:31][C:32]#[N:33].[K+].BrBr, predict the reaction product. The product is: [NH2:33][C:32]1[S:31][C:3]2[CH:4]=[C:5]([O:6][C:7]3[CH:8]=[C:9]([NH:15][C:16](=[O:28])[C:17]4[CH:22]=[CH:21][CH:20]=[C:19]([C:23]([C:26]#[N:27])([CH3:25])[CH3:24])[CH:18]=4)[CH:10]=[CH:11][C:12]=3[O:13][CH3:14])[CH:29]=[CH:30][C:2]=2[N:1]=1.